Predict the reactants needed to synthesize the given product. From a dataset of Full USPTO retrosynthesis dataset with 1.9M reactions from patents (1976-2016). (1) Given the product [CH3:1][C:2]1([CH3:20])[C:13]2[C:14]3[N:5]([C:6](=[O:19])[C:7](=[O:18])[N:8]([CH2:15][C:16]4[N:23]=[N:22][N:21]([CH2:24][C:25]([O:27][CH2:28][CH3:29])=[O:26])[CH:17]=4)[C:9]=3[CH:10]=[CH:11][CH:12]=2)[CH2:4][CH2:3]1, predict the reactants needed to synthesize it. The reactants are: [CH3:1][C:2]1([CH3:20])[C:13]2[C:14]3[N:5]([C:6](=[O:19])[C:7](=[O:18])[N:8]([CH2:15][C:16]#[CH:17])[C:9]=3[CH:10]=[CH:11][CH:12]=2)[CH2:4][CH2:3]1.[N:21]([CH2:24][C:25]([O:27][CH2:28][CH3:29])=[O:26])=[N+:22]=[N-:23].O. (2) Given the product [CH3:19][C:20]([NH:24][C:7](=[O:9])[C:6]1[CH:10]=[CH:11][CH:12]=[CH:13][C:5]=1[NH:4][CH2:3][C:2]([F:1])([F:18])[C:14]([F:17])([F:16])[F:15])([C:22]#[CH:23])[CH3:21], predict the reactants needed to synthesize it. The reactants are: [F:1][C:2]([F:18])([C:14]([F:17])([F:16])[F:15])[CH2:3][NH:4][C:5]1[CH:13]=[CH:12][CH:11]=[CH:10][C:6]=1[C:7]([OH:9])=O.[CH3:19][C:20]([NH2:24])([C:22]#[CH:23])[CH3:21].CCN=C=NCCCN(C)C.CCN(C(C)C)C(C)C.C1C=CC2N(O)N=NC=2C=1. (3) The reactants are: Cl[C:2]1[CH:7]=[C:6]([C:8]2[CH:13]=[CH:12][CH:11]=[C:10]([Cl:14])[C:9]=2[CH3:15])[N:5]=[C:4]([NH2:16])[N:3]=1.[NH2:17][CH2:18][CH2:19][CH2:20][N:21]1[CH2:25][CH2:24][CH2:23][C:22]1=[O:26]. Given the product [NH2:16][C:4]1[N:3]=[C:2]([NH:17][CH2:18][CH2:19][CH2:20][N:21]2[CH2:25][CH2:24][CH2:23][C:22]2=[O:26])[CH:7]=[C:6]([C:8]2[CH:13]=[CH:12][CH:11]=[C:10]([Cl:14])[C:9]=2[CH3:15])[N:5]=1, predict the reactants needed to synthesize it. (4) Given the product [CH:1]1([NH:8][CH2:9][C:10]2[CH:11]=[CH:12][CH:13]=[C:14]([CH2:32][CH3:33])[CH:15]=2)[CH2:26][CH2:25]1, predict the reactants needed to synthesize it. The reactants are: [C:1]([N:8](Br)[CH2:9][C:10]1[CH:15]=[CH:14][CH:13]=[CH:12][CH:11]=1)(OC(C)(C)C)=O.[O-]P([O-])([O-])=O.[K+].[K+].[K+].[CH2:25](B(CC)CC)[CH3:26].[CH2:32]1COC[CH2:33]1.